This data is from Full USPTO retrosynthesis dataset with 1.9M reactions from patents (1976-2016). The task is: Predict the reactants needed to synthesize the given product. Given the product [F:1][C:2]1[CH:11]=[C:10]([C:12]2[N:16]=[C:15]([C:17]3[CH:22]=[CH:21][C:20]([C:23]4[CH:28]=[CH:27][CH:26]=[CH:25][C:24]=4[CH3:29])=[C:19]([CH2:30][O:31][CH3:32])[CH:18]=3)[O:14][N:13]=2)[CH:9]=[CH:8][C:3]=1[C:4]([OH:6])=[O:5], predict the reactants needed to synthesize it. The reactants are: [F:1][C:2]1[CH:11]=[C:10]([C:12]2[N:16]=[C:15]([C:17]3[CH:22]=[CH:21][C:20]([C:23]4[CH:28]=[CH:27][CH:26]=[CH:25][C:24]=4[CH3:29])=[C:19]([CH2:30][O:31][CH3:32])[CH:18]=3)[O:14][N:13]=2)[CH:9]=[CH:8][C:3]=1[C:4]([O:6]C)=[O:5].[OH-].[Na+].O.